Dataset: Catalyst prediction with 721,799 reactions and 888 catalyst types from USPTO. Task: Predict which catalyst facilitates the given reaction. (1) Reactant: [CH3:1]NCCNC.C[Al](C)C.[N:11]1([C:17]([C:19]2[CH:20]=[CH:21][C:22]([C:25]3[N:33]4[C:28]([CH:29]=[CH:30][CH:31]=[CH:32]4)=[CH:27][C:26]=3[C:34]([O:36]CC)=O)=[N:23][CH:24]=2)=[O:18])[CH2:16][CH2:15][O:14][CH2:13][CH2:12]1. Product: [N:11]1([C:17]([C:19]2[CH:20]=[CH:21][C:22]([C:25]3[N:33]4[C:28]([CH:29]=[CH:30][CH:31]=[CH:32]4)=[CH:27][C:26]=3[C:34](=[O:36])[CH3:1])=[N:23][CH:24]=2)=[O:18])[CH2:16][CH2:15][O:14][CH2:13][CH2:12]1. The catalyst class is: 11. (2) Reactant: [C:1]([CH2:3][CH:4]1[CH2:11][N:10]2[C:12]3[CH:13]=[C:14]([C:25]([O:27][CH3:28])=[O:26])[CH:15]=[CH:16][C:17]=3[C:18]([CH:19]3[CH2:24][CH2:23][CH2:22][CH2:21][CH2:20]3)=[C:9]2[C:8]2[CH:29]=[CH:30][CH:31]=[CH:32][C:7]=2[O:6][CH2:5]1)#[N:2]. Product: [NH2:2][CH2:1][CH2:3][CH:4]1[CH2:11][N:10]2[C:12]3[CH:13]=[C:14]([C:25]([O:27][CH3:28])=[O:26])[CH:15]=[CH:16][C:17]=3[C:18]([CH:19]3[CH2:20][CH2:21][CH2:22][CH2:23][CH2:24]3)=[C:9]2[C:8]2[CH:29]=[CH:30][CH:31]=[CH:32][C:7]=2[O:6][CH2:5]1. The catalyst class is: 603. (3) Reactant: Cl[C:2]1[N:3]=[C:4]([NH:11][CH2:12][C:13]2[CH:18]=[CH:17][C:16]([Cl:19])=[CH:15][C:14]=2[Cl:20])[C:5]2[S:10][CH:9]=[CH:8][C:6]=2[N:7]=1.[C:21](=[O:24])([O-])[O-].[Na+].[Na+].Cl.C(=O)([O-])[O-].[K+].[K+].[CH2:34](O)[CH3:35]. Product: [Cl:20][C:14]1[CH:15]=[C:16]([Cl:19])[CH:17]=[CH:18][C:13]=1[CH2:12][NH:11][C:4]1[C:5]2[S:10][CH:9]=[CH:8][C:6]=2[N:7]=[C:2]([C:13]2[CH:18]=[CH:17][C:16]([CH:21]3[O:24][CH2:5][CH2:4][N:3]([CH2:34][CH3:35])[CH2:2]3)=[CH:15][CH:14]=2)[N:3]=1. The catalyst class is: 216. (4) Reactant: [F:1][C:2]1[CH:7]=[CH:6][CH:5]=[C:4]([F:8])[C:3]=1[NH:9][C:10]([C:12]1[CH:16]=[CH:15][N:14]([CH2:17][C:18]2[CH:23]=[CH:22][CH:21]=[CH:20][C:19]=2[OH:24])[N:13]=1)=[O:11].C(=O)([O-])[O-].[Cs+].[Cs+].Br[CH2:32][C:33]1[CH:38]=[CH:37][C:36]([CH3:39])=[CH:35][CH:34]=1. Product: [F:8][C:4]1[CH:5]=[CH:6][CH:7]=[C:2]([F:1])[C:3]=1[NH:9][C:10]([C:12]1[CH:16]=[CH:15][N:14]([CH2:17][C:18]2[CH:23]=[CH:22][CH:21]=[CH:20][C:19]=2[O:24][CH2:32][C:33]2[CH:38]=[CH:37][C:36]([CH3:39])=[CH:35][CH:34]=2)[N:13]=1)=[O:11]. The catalyst class is: 735. (5) Reactant: [N:1]1([C:7](=[O:31])[CH2:8][O:9][C@H:10]2[C:19]3[C:14](=[CH:15][CH:16]=[CH:17][CH:18]=3)[C@@H:13]([N:20]3C(=O)C4C(=CC=CC=4)C3=O)[CH2:12][CH2:11]2)[CH2:6][CH2:5][O:4][CH2:3][CH2:2]1.O.NN. Product: [NH2:20][C@@H:13]1[C:14]2[C:19](=[CH:18][CH:17]=[CH:16][CH:15]=2)[C@H:10]([O:9][CH2:8][C:7]([N:1]2[CH2:2][CH2:3][O:4][CH2:5][CH2:6]2)=[O:31])[CH2:11][CH2:12]1. The catalyst class is: 5. (6) Reactant: S1C=CC(C=O)=C1.[OH-].[K+].[N+:10]([CH2:12][C:13]([N:15]1[CH2:19][CH2:18][CH2:17][CH2:16]1)=[O:14])#[C-:11].[S:20]1[CH:24]=[CH:23][C:22]([C@@H:25]2[O:29][CH:28]=[N:27][C@H:26]2[C:30]([N:32]2[CH2:36][CH2:35][CH2:34][CH2:33]2)=[O:31])=[CH:21]1. Product: [S:20]1[CH:24]=[CH:23][C:22]([C@@H:25]2[O:29][CH:28]=[N:27][C@H:26]2[C:30]([N:32]2[CH2:36][CH2:35][CH2:34][CH2:33]2)=[O:31])=[CH:21]1.[N:27]1[CH:24]=[CH:23][CH:22]=[CH:25][C:26]=1[C@@H:30]1[O:31][CH:11]=[N:10][C@H:12]1[C:13]([N:15]1[CH2:19][CH2:18][CH2:17][CH2:16]1)=[O:14]. The catalyst class is: 5. (7) Reactant: C(OC(=O)[NH:7][C:8]1[CH:16]=[C:15]2[C:11]([CH:12]=[C:13]([C:17]3[C:18]([O:24][CH3:25])=[N:19][CH:20]=[CH:21][C:22]=3[Cl:23])[NH:14]2)=[CH:10][CH:9]=1)(C)(C)C.FC(F)(F)C(O)=O. Product: [Cl:23][C:22]1[CH:21]=[CH:20][N:19]=[C:18]([O:24][CH3:25])[C:17]=1[C:13]1[NH:14][C:15]2[C:11]([CH:12]=1)=[CH:10][CH:9]=[C:8]([NH2:7])[CH:16]=2. The catalyst class is: 2.